Dataset: Forward reaction prediction with 1.9M reactions from USPTO patents (1976-2016). Task: Predict the product of the given reaction. (1) The product is: [CH3:1][S:2]([C:5]1[CH:6]=[CH:7][C:8]([CH2:9][NH:10][C:11]([C:13]2[C:14](=[O:34])[N:15]([C:24]3[CH:29]=[CH:28][CH:27]=[C:26]([C:30]([F:33])([F:31])[F:32])[CH:25]=3)[C:16]([CH3:23])=[C:17]([C:19]3[N:37]=[C:38]([NH2:40])[S:39][CH:20]=3)[CH:18]=2)=[O:12])=[CH:35][CH:36]=1)(=[O:3])=[O:4]. Given the reactants [CH3:1][S:2]([C:5]1[CH:36]=[CH:35][C:8]([CH2:9][NH:10][C:11]([C:13]2[C:14](=[O:34])[N:15]([C:24]3[CH:29]=[CH:28][CH:27]=[C:26]([C:30]([F:33])([F:32])[F:31])[CH:25]=3)[C:16]([CH3:23])=[C:17]([C:19](=O)[CH2:20]Br)[CH:18]=2)=[O:12])=[CH:7][CH:6]=1)(=[O:4])=[O:3].[NH2:37][C:38]([NH2:40])=[S:39].CC([O-])=O.[Na+], predict the reaction product. (2) Given the reactants Br[C:2]1[CH:3]=[CH:4][C:5]([C:8]2[O:12][N:11]=[C:10]([C:13]3[CH:21]=[CH:20][C:19]4[NH:18][C:17]5[CH:22]([CH2:25][C:26]([O:28]CC)=[O:27])[CH2:23][CH2:24][C:16]=5[C:15]=4[CH:14]=3)[N:9]=2)=[N:6][CH:7]=1.[CH3:31][OH:32], predict the reaction product. The product is: [CH3:31][O:32][C:2]1[CH:3]=[CH:4][C:5]([C:8]2[O:12][N:11]=[C:10]([C:13]3[CH:21]=[CH:20][C:19]4[NH:18][C:17]5[CH:22]([CH2:25][C:26]([OH:28])=[O:27])[CH2:23][CH2:24][C:16]=5[C:15]=4[CH:14]=3)[N:9]=2)=[N:6][CH:7]=1. (3) Given the reactants [OH:1][C:2]12[CH2:12][CH:6]3[CH2:7][C:8]([OH:11])([CH2:10][C:4]([C:13]45[CH2:22][C:17]6([OH:23])[CH2:18][CH:19]([CH2:21][C:15]([OH:24])([CH2:16]6)[CH2:14]4)[CH2:20]5)([CH2:5]3)[CH2:3]1)[CH2:9]2.Br[CH2:26][C:27]#[CH:28].[OH-].[Na+].O1[CH2:35][CH2:34][CH2:33]C1, predict the reaction product. The product is: [CH2:26]([O:1][C:2]12[CH2:12][CH:6]3[CH2:7][C:8]([O:11][CH2:9][C:2]#[CH:3])([CH2:10][C:4]([C:13]45[CH2:22][C:17]6([O:23][CH2:33][C:34]#[CH:35])[CH2:18][CH:19]([CH2:21][C:15]([O:24][CH2:10][C:4]#[CH:5])([CH2:16]6)[CH2:14]4)[CH2:20]5)([CH2:5]3)[CH2:3]1)[CH2:9]2)[C:27]#[CH:28]. (4) Given the reactants S=[C:2]1[CH2:8][CH2:7][C:6](=[O:9])[C:5]2[CH:10]=[CH:11][CH:12]=[CH:13][C:4]=2[NH:3]1.[C:14]([NH:17][NH2:18])(=O)[CH3:15], predict the reaction product. The product is: [CH3:15][C:14]1[N:3]2[C:4]3[CH:13]=[CH:12][CH:11]=[CH:10][C:5]=3[C:6](=[O:9])[CH2:7][CH2:8][C:2]2=[N:18][N:17]=1. (5) Given the reactants [C:1]([O:5][CH:6]([CH3:8])[CH3:7])(=[O:4])[C:2]#[CH:3].[Na+].[I-:10], predict the reaction product. The product is: [I:10]/[CH:3]=[CH:2]\[C:1]([O:5][CH:6]([CH3:8])[CH3:7])=[O:4]. (6) Given the reactants [N+:1]([C:4]1[CH:5]=[C:6]([C:14]([N:16]2[CH2:21][CH2:20][N:19]([CH3:22])[CH2:18][CH2:17]2)=[O:15])[CH:7]=[C:8]([C:10]([F:13])([F:12])[F:11])[CH:9]=1)([O-])=O, predict the reaction product. The product is: [NH2:1][C:4]1[CH:5]=[C:6]([C:14]([N:16]2[CH2:21][CH2:20][N:19]([CH3:22])[CH2:18][CH2:17]2)=[O:15])[CH:7]=[C:8]([C:10]([F:11])([F:12])[F:13])[CH:9]=1.